Dataset: Full USPTO retrosynthesis dataset with 1.9M reactions from patents (1976-2016). Task: Predict the reactants needed to synthesize the given product. (1) Given the product [F:3][C:4]1[CH:11]=[C:10]([F:12])[CH:9]=[CH:8][C:5]=1[CH2:6][NH:1][NH2:2], predict the reactants needed to synthesize it. The reactants are: [NH2:1][NH2:2].[F:3][C:4]1[CH:11]=[C:10]([F:12])[CH:9]=[CH:8][C:5]=1[CH2:6]Br. (2) Given the product [OH:6][C@@H:7]1[CH2:11][N:10]([C:12]([O:14][C:15]([CH3:16])([CH3:17])[CH3:18])=[O:13])[C@@H:9]([CH2:19][O:20][CH3:21])[CH2:8]1, predict the reactants needed to synthesize it. The reactants are: CC([Si](C)(C)[O:6][C@@H:7]1[CH2:11][N:10]([C:12]([O:14][C:15]([CH3:18])([CH3:17])[CH3:16])=[O:13])[C@@H:9]([CH2:19][O:20][CH3:21])[CH2:8]1)(C)C.CCCC[N+](CCCC)(CCCC)CCCC.[F-]. (3) Given the product [N+:1]([C:7]1[C:8](=[O:26])[NH:9][C:10]2[C:15]([C:6]=1[OH:5])=[CH:14][CH:13]=[C:12]([C:16]1[C:21]([C:22]([F:23])([F:25])[F:24])=[CH:20][CH:19]=[CH:18][N:17]=1)[N:11]=2)([O-:4])=[O:2], predict the reactants needed to synthesize it. The reactants are: [N+:1]([O-:4])(O)=[O:2].[OH:5][C:6]1[C:15]2[C:10](=[N:11][C:12]([C:16]3[C:21]([C:22]([F:25])([F:24])[F:23])=[CH:20][CH:19]=[CH:18][N:17]=3)=[CH:13][CH:14]=2)[NH:9][C:8](=[O:26])[CH:7]=1.[OH-].[Na+]. (4) Given the product [Cl:8][C:7]1[C:2]([O:14][C:13]2[CH:20]=[CH:19][C:17]([OH:18])=[CH:16][CH:15]=2)=[N:3][CH:4]=[C:5]([C:9]([F:12])([F:11])[F:10])[CH:6]=1, predict the reactants needed to synthesize it. The reactants are: Cl[C:2]1[C:7]([Cl:8])=[CH:6][C:5]([C:9]([F:12])([F:11])[F:10])=[CH:4][N:3]=1.[C:13]1([CH:20]=[CH:19][C:17]([OH:18])=[CH:16][CH:15]=1)[OH:14]. (5) Given the product [C:6]([C:5]1[CH:8]=[CH:9][C:2]([N:14]2[CH:13]=[CH:17][N:16]=[CH:15]2)=[C:3]([O:10][CH3:11])[CH:4]=1)#[CH:18], predict the reactants needed to synthesize it. The reactants are: F[C:2]1[CH:9]=[CH:8][C:5]([CH:6]=O)=[CH:4][C:3]=1[O:10][CH3:11].C[C:13]1[N:14]=[CH:15][NH:16][CH:17]=1.[C:18]([O-])([O-])=O.[K+].[K+].[N+](=C(P(=O)(OC)OC)C(=O)C)=[N-]. (6) Given the product [Br:1][C:5]1[CH:6]=[C:7]([C:9]([OH:11])=[O:10])[S:8][C:4]=1[CH3:3], predict the reactants needed to synthesize it. The reactants are: [Br:1]Br.[CH3:3][C:4]1[S:8][C:7]([C:9]([OH:11])=[O:10])=[CH:6][CH:5]=1. (7) Given the product [CH3:1][O:2][C:3]1[CH:4]=[C:5]2[C:10](=[CH:11][C:12]=1[O:13][CH3:14])[N:9]=[CH:8][CH:7]=[C:6]2[N:15]1[CH2:21][C:20]2[CH:22]=[C:23]([C:26]3[CH:27]=[C:28]([NH2:33])[C:29]([NH2:30])=[CH:31][CH:32]=3)[CH:24]=[CH:25][C:19]=2[O:18][CH2:17][CH2:16]1, predict the reactants needed to synthesize it. The reactants are: [CH3:1][O:2][C:3]1[CH:4]=[C:5]2[C:10](=[CH:11][C:12]=1[O:13][CH3:14])[N:9]=[CH:8][CH:7]=[C:6]2[N:15]1[CH2:21][C:20]2[CH:22]=[C:23]([C:26]3[CH:32]=[CH:31][C:29]([NH2:30])=[C:28]([N+:33]([O-])=O)[CH:27]=3)[CH:24]=[CH:25][C:19]=2[O:18][CH2:17][CH2:16]1. (8) Given the product [C:1]([O:5][C:6](=[O:21])[CH2:7][C@@H:8]([CH2:12][CH2:13][CH2:14][CH:15]1[CH2:16][CH2:17][CH2:18][CH2:19][CH2:20]1)[C:9]([OH:11])=[O:10])([CH3:4])([CH3:2])[CH3:3], predict the reactants needed to synthesize it. The reactants are: [C:1]([O:5][C:6](=[O:21])[CH2:7][C@@H:8]([CH2:12][CH2:13][CH2:14][C:15]1[CH:20]=[CH:19][CH:18]=[CH:17][CH:16]=1)[C:9]([OH:11])=[O:10])([CH3:4])([CH3:3])[CH3:2]. (9) Given the product [I:33][C:16]1[CH:17]=[C:9]([OH:8])[C:10](=[CH:14][CH:15]=1)[C:11]([OH:13])=[O:12], predict the reactants needed to synthesize it. The reactants are: C([O:8][C:9]1[CH:17]=[CH:16][CH:15]=[CH:14][C:10]=1[C:11]([OH:13])=[O:12])C1C=CC=CC=1.NC1C=CC(C(O)=O)=C(O)C=1.N([O-])=O.[Na+].[I:33]I.